Predict the reactants needed to synthesize the given product. From a dataset of Full USPTO retrosynthesis dataset with 1.9M reactions from patents (1976-2016). (1) The reactants are: C([O:8][C:9]1[CH:10]=[C:11]([CH2:15][CH2:16][NH:17][C:18](=[O:24])[O:19][C:20]([CH3:23])([CH3:22])[CH3:21])[CH:12]=[CH:13][CH:14]=1)C1C=CC=CC=1. Given the product [OH:8][C:9]1[CH:10]=[C:11]([CH2:15][CH2:16][NH:17][C:18](=[O:24])[O:19][C:20]([CH3:22])([CH3:21])[CH3:23])[CH:12]=[CH:13][CH:14]=1, predict the reactants needed to synthesize it. (2) Given the product [NH:10]([C:2]1[CH:7]=[CH:6][C:5]([CH3:8])=[CH:4][N:3]=1)[NH2:11], predict the reactants needed to synthesize it. The reactants are: Cl[C:2]1[CH:7]=[CH:6][C:5]([CH3:8])=[CH:4][N:3]=1.O.[NH2:10][NH2:11]. (3) Given the product [CH3:1][O:2][C:3](=[O:33])[C@H:4]([CH3:32])[N:5]([S:6]([C:9]1[CH:14]=[CH:13][CH:12]=[C:11]([NH2:15])[CH:10]=1)(=[O:7])=[O:8])[C:18]1[CH:23]=[CH:22][CH:21]=[CH:20][C:19]=1[OH:24], predict the reactants needed to synthesize it. The reactants are: [CH3:1][O:2][C:3](=[O:33])[C@H:4]([CH3:32])[N:5]([C:18]1[CH:23]=[CH:22][CH:21]=[CH:20][C:19]=1[O:24]CC1C=CC=CC=1)[S:6]([C:9]1[CH:14]=[CH:13][CH:12]=[C:11]([N+:15]([O-])=O)[CH:10]=1)(=[O:8])=[O:7]. (4) Given the product [CH3:5][C:3]([NH:6][C:7]([C@H:9]1[N:18]([CH2:19][C@@H:20]([OH:50])[C@@H:21]([NH:29][C:30]([C@@H:32]([NH:37][C:38]([C:40]2[CH:41]=[CH:42][C:43]3[CH:44]=[CH:45][CH:46]=[CH:47][C:48]=3[N:49]=2)=[O:39])[CH2:33][C:34]([NH2:36])=[O:35])=[O:31])[CH2:22][C:23]2[CH:28]=[CH:27][CH:26]=[CH:25][CH:24]=2)[CH2:17][C@@H:16]2[C@@H:11]([CH2:12][CH2:13][CH2:14][CH2:15]2)[CH2:10]1)=[O:8])([CH3:2])[CH3:4], predict the reactants needed to synthesize it. The reactants are: O.[CH3:2][C:3]([NH:6][C:7]([C@H:9]1[N:18]([CH2:19][C@@H:20]([OH:50])[C@@H:21]([NH:29][C:30]([C@@H:32]([NH:37][C:38]([C:40]2[CH:41]=[CH:42][C:43]3[CH:44]=[CH:45][CH:46]=[CH:47][C:48]=3[N:49]=2)=[O:39])[CH2:33][C:34]([NH2:36])=[O:35])=[O:31])[CH2:22][C:23]2[CH:24]=[CH:25][CH:26]=[CH:27][CH:28]=2)[CH2:17][C@@H:16]2[C@@H:11]([CH2:12][CH2:13][CH2:14][CH2:15]2)[CH2:10]1)=[O:8])([CH3:5])[CH3:4].CS(O)(=O)=O.ClCCl.[OH-].[Na+]. (5) Given the product [CH:1]([O:4][C:5]1[CH:6]=[C:7]([CH:10]=[CH:11][CH:12]=1)[CH2:8][NH2:9])([CH3:3])[CH3:2], predict the reactants needed to synthesize it. The reactants are: [CH:1]([O:4][C:5]1[CH:6]=[C:7]([CH:10]=[CH:11][CH:12]=1)[C:8]#[N:9])([CH3:3])[CH3:2].